This data is from Plasma protein binding rate (PPBR) regression data from AstraZeneca. The task is: Regression/Classification. Given a drug SMILES string, predict its absorption, distribution, metabolism, or excretion properties. Task type varies by dataset: regression for continuous measurements (e.g., permeability, clearance, half-life) or binary classification for categorical outcomes (e.g., BBB penetration, CYP inhibition). For this dataset (ppbr_az), we predict Y. (1) The drug is COc1ccc(S(=O)(=O)N2CC(C)N(S(=O)(=O)c3ccc(OC)cc3)CC2C)cc1. The Y is 99.7 %. (2) The drug is CCc1c2c(nc3ccc(OC(=O)N4CCC(N5CCCCC5)CC4)cc13)-c1cc3c(c(=O)n1C2)COC(=O)[C@]3(O)CC. The Y is 58.0 %. (3) The drug is CO[C@H]1CN(CCn2c(=O)ccc3ccc(C#N)cc32)CC[C@@H]1NCc1cc2c(cn1)OCCO2. The Y is 84.0 %. (4) The molecule is O=C(CCCN1CC[Si](O)(c2cccc(C(F)(F)F)c2)CC1)c1ccc(F)cc1. The Y is 95.9 %. (5) The drug is COCCNCC(=O)NC12CC3CC(CC(C3)C1)C2. The Y is 50.0 %. (6) The compound is O=C(Nc1ccc(CCO)cc1)c1cc2cc(Cl)ccc2[nH]1. The Y is 98.6 %. (7) The molecule is CC[C@H](N)C(=O)N[C@H](C#N)Cc1ccc(-c2ccccc2)cc1. The Y is 92.0 %.